From a dataset of Forward reaction prediction with 1.9M reactions from USPTO patents (1976-2016). Predict the product of the given reaction. (1) Given the reactants C1(P(C2CCCCC2)C2C=CC=CC=2C2C(CCC)=CC(CCC)=CC=2CCC)CCCCC1.[CH3:50][C:45]1([CH3:51])[C:46]([CH3:49])([CH3:48])[O:47][B:43]([B:43]2[O:47][C:46]([CH3:49])([CH3:48])[C:45]([CH3:51])([CH3:50])[O:44]2)[O:44]1.Br[C:54]1[CH:55]=[N:56][N:57]([CH2:59][CH3:60])[CH:58]=1.C([O-])(=O)C.[K+].N#N, predict the reaction product. The product is: [CH2:59]([N:57]1[CH:58]=[C:54]([B:43]2[O:44][C:45]([CH3:50])([CH3:51])[C:46]([CH3:48])([CH3:49])[O:47]2)[CH:55]=[N:56]1)[CH3:60]. (2) Given the reactants [C:1]1([C@H:7]([NH:9][C:10]2[C:15]([N+:16]([O-])=O)=CN=[C:12]([C:19]3[CH:28]=[CH:27][CH:26]=[C:25]4[C:20]=3[CH:21]=[CH:22][CH:23]=[N:24]4)[CH:11]=2)[CH3:8])[CH:6]=[CH:5][CH:4]=[CH:3][CH:2]=1.C1([C@H](NC2[C:43]([N+:44]([O-])=O)=CN=C(Br)C=2)C)C=CC=CC=1.N1C2C=CC=C(B(O)O)C=2C=CC=1.[C:61](=O)([O-])[O-:62].[K+].[K+], predict the reaction product. The product is: [C:1]1([C@H:7]([N:9]2[C:10]3[C:15](=[N:44][CH:43]=[C:12]([C:19]4[CH:28]=[CH:27][CH:26]=[C:25]5[C:20]=4[CH:21]=[CH:22][CH:23]=[N:24]5)[CH:11]=3)[NH:16][C:61]2=[O:62])[CH3:8])[CH:2]=[CH:3][CH:4]=[CH:5][CH:6]=1. (3) The product is: [CH2:1]([N:8]1[CH2:13][CH2:12][C:11]([C:14]2[CH:19]=[CH:18][C:17]([N:20]3[CH2:24][C@H:23]([CH2:35][N:31]4[CH:32]=[CH:33][O:29][C:30]4=[O:34])[O:22][C:21]3=[O:27])=[CH:16][C:15]=2[F:28])=[CH:10][CH2:9]1)[C:2]1[CH:3]=[CH:4][CH:5]=[CH:6][CH:7]=1. Given the reactants [CH2:1]([N:8]1[CH2:13][CH2:12][C:11]([C:14]2[CH:19]=[CH:18][C:17]([N:20]3[CH2:24][C@H:23](CO)[O:22][C:21]3=[O:27])=[CH:16][C:15]=2[F:28])=[CH:10][CH2:9]1)[C:2]1[CH:7]=[CH:6][CH:5]=[CH:4][CH:3]=1.[O:29]1[CH:33]=[CH:32][NH:31][C:30]1=[O:34].[CH2:35](P(CCCC)CCCC)CCC.N(C(N1CCCCC1)=O)=NC(N1CCCCC1)=O, predict the reaction product. (4) Given the reactants C(OC(=O)N)C=C.NC1C=CC(C(NC(C)C(N2CCCC2C(O)=O)=O)=O)=CC=1Cl.[O:31]=[C:32]1[O:36][CH:35]([O:37][CH2:38][CH2:39]C2C=CC=CC=2)[CH:34]([NH:46][C:47]([CH:49]2[CH2:53][CH2:52][CH2:51][N:50]2[C:54](=[O:68])[CH:55]([NH:57][C:58](=[O:67])[C:59]2[CH:64]=[CH:63][C:62]([NH2:65])=[C:61]([Cl:66])[CH:60]=2)[CH3:56])=[O:48])[CH2:33]1, predict the reaction product. The product is: [CH2:38]([O:37][CH:35]1[CH:34]([NH:46][C:47]([CH:49]2[CH2:53][CH2:52][CH2:51][N:50]2[C:54](=[O:68])[CH:55]([NH:57][C:58](=[O:67])[C:59]2[CH:64]=[CH:63][C:62]([NH2:65])=[C:61]([Cl:66])[CH:60]=2)[CH3:56])=[O:48])[CH2:33][C:32](=[O:31])[O:36]1)[CH3:39]. (5) Given the reactants [OH:1][C:2]1[CH:9]=[CH:8][C:5]([CH:6]=[O:7])=[CH:4][C:3]=1[O:10][CH3:11].C(=O)([O-])[O-].[K+].[K+].[Cl:18][C:19]1[CH:24]=[C:23]([C:25]([F:28])([F:27])[F:26])[CH:22]=[CH:21][C:20]=1F.O, predict the reaction product. The product is: [Cl:18][C:19]1[CH:24]=[C:23]([C:25]([F:26])([F:27])[F:28])[CH:22]=[CH:21][C:20]=1[O:1][C:2]1[CH:9]=[CH:8][C:5]([CH:6]=[O:7])=[CH:4][C:3]=1[O:10][CH3:11]. (6) Given the reactants C([N:9]1[CH2:22][CH2:21][C:20]2[C:19]3[C:18]([C:23]4[CH:28]=[CH:27][C:26]([Cl:29])=[CH:25][CH:24]=4)=[CH:17][CH:16]=[CH:15][C:14]=3[NH:13][C:12]=2[CH2:11][CH2:10]1)(=O)C1C=CC=CC=1.[OH-].[K+], predict the reaction product. The product is: [ClH:29].[ClH:29].[Cl:29][C:26]1[CH:27]=[CH:28][C:23]([C:18]2[C:19]3[C:20]4[CH2:21][CH2:22][NH:9][CH2:10][CH2:11][C:12]=4[NH:13][C:14]=3[CH:15]=[CH:16][CH:17]=2)=[CH:24][CH:25]=1. (7) Given the reactants Cl[C:2]1[N:7]=[CH:6][N:5]=[C:4]([C:8]2[CH:9]=[CH:10][C:11]([O:16][CH:17]3[CH2:22][CH2:21][O:20][CH2:19][CH2:18]3)=[C:12]([CH:15]=2)[C:13]#[N:14])[N:3]=1.[NH2:23][C:24]1[CH:29]=[CH:28][C:27]([N:30]2[CH2:35][CH2:34][O:33][C@@H:32]([CH2:36][OH:37])[CH2:31]2)=[CH:26][CH:25]=1.C(N(C(C)C)C(C)C)C, predict the reaction product. The product is: [OH:37][CH2:36][C@H:32]1[CH2:31][N:30]([C:27]2[CH:28]=[CH:29][C:24]([NH:23][C:2]3[N:7]=[CH:6][N:5]=[C:4]([C:8]4[CH:9]=[CH:10][C:11]([O:16][CH:17]5[CH2:22][CH2:21][O:20][CH2:19][CH2:18]5)=[C:12]([CH:15]=4)[C:13]#[N:14])[N:3]=3)=[CH:25][CH:26]=2)[CH2:35][CH2:34][O:33]1. (8) Given the reactants [C:1]([C:5]1[CH:15]=[C:14]([Cl:16])[CH:13]=[CH:12][C:6]=1[O:7][CH2:8][CH2:9][NH:10][CH3:11])([CH3:4])([CH3:3])[CH3:2].CCN(CC)CC.[N:24]([C:27]1[CH:36]=[CH:35][CH:34]=[CH:33][C:28]=1[C:29]([O:31][CH3:32])=[O:30])=[C:25]=[O:26], predict the reaction product. The product is: [C:1]([C:5]1[CH:15]=[C:14]([Cl:16])[CH:13]=[CH:12][C:6]=1[O:7][CH2:8][CH2:9][N:10]([CH3:11])[C:25](=[O:26])[NH:24][C:27]1[CH:36]=[CH:35][CH:34]=[CH:33][C:28]=1[C:29]([O:31][CH3:32])=[O:30])([CH3:4])([CH3:2])[CH3:3]. (9) Given the reactants [CH3:1][C:2]1([CH3:27])[C:6]([CH3:8])([CH3:7])[O:5][B:4]([C:9]2[CH:10]=[CH:11][C:12]3[O:18][CH2:17][CH2:16][N:15](C(OC(C)(C)C)=O)[CH2:14][C:13]=3[CH:26]=2)[O:3]1.[ClH:28], predict the reaction product. The product is: [ClH:28].[CH3:7][C:6]1([CH3:8])[C:2]([CH3:1])([CH3:27])[O:3][B:4]([C:9]2[CH:10]=[CH:11][C:12]3[O:18][CH2:17][CH2:16][NH:15][CH2:14][C:13]=3[CH:26]=2)[O:5]1.